Predict the reactants needed to synthesize the given product. From a dataset of Full USPTO retrosynthesis dataset with 1.9M reactions from patents (1976-2016). (1) Given the product [CH2:36]1[C:40]2([CH2:45][CH2:44][CH2:43][CH:42]([CH2:46][O:47][C:49]3[N:54]=[CH:53][C:52]([CH:55]=[O:56])=[CH:51][CH:50]=3)[CH2:41]2)[CH2:39][CH2:38][CH2:37]1, predict the reactants needed to synthesize it. The reactants are: C(P(C(C)(C)C)C1C=CC2C(=CC=CC=2)C=1C1C2C(=CC=CC=2)C=CC=1)(C)(C)C.C(=O)([O-])[O-].[Cs+].[Cs+].[CH2:36]1[C:40]2([CH2:45][CH2:44][CH2:43][CH:42]([CH2:46][OH:47])[CH2:41]2)[CH2:39][CH2:38][CH2:37]1.Br[C:49]1[N:54]=[CH:53][C:52]([CH:55]=[O:56])=[CH:51][CH:50]=1. (2) Given the product [N:50]1[C:51]2[C:56](=[CH:55][CH:54]=[CH:53][CH:52]=2)[C:47]([O:46][CH2:45][C:44]2[N:40]3[N:41]=[C:36]([C:33]4[CH:34]=[CH:35][C:30]([O:29][CH3:28])=[CH:31][CH:32]=4)[CH:37]=[N:38][C:39]3=[N:42][N:43]=2)=[CH:48][CH:49]=1, predict the reactants needed to synthesize it. The reactants are: C1(C2N=NC(NNC(=O)CC3C=C4C(=CC=3)N=CC=C4)=NC=2)C=CC=CC=1.[CH3:28][O:29][C:30]1[CH:35]=[CH:34][C:33]([C:36]2[N:41]=[N:40][C:39]([NH:42][NH:43][C:44](=O)[CH2:45][O:46][C:47]3[C:56]4[C:51](=[CH:52][CH:53]=[CH:54][CH:55]=4)[N:50]=[CH:49][CH:48]=3)=[N:38][CH:37]=2)=[CH:32][CH:31]=1.